From a dataset of Reaction yield outcomes from USPTO patents with 853,638 reactions. Predict the reaction yield, written as a fraction of the theoretical maximum amount of product (1.0 means a 100% yield; for example, 0.34 means a 34% yield). (1) The reactants are [NH:1]1[CH2:6][CH2:5][CH2:4][CH:3]([CH2:7][OH:8])[CH2:2]1.C(=O)([O-])[O-].[K+].[K+].[OH-].[Na+].Cl[C:18]([O:20][CH2:21][C:22]1[CH:27]=[CH:26][CH:25]=[CH:24][CH:23]=1)=[O:19]. The catalyst is O1CCOCC1.O. The product is [OH:8][CH2:7][CH:3]1[CH2:4][CH2:5][CH2:6][N:1]([C:18]([O:20][CH2:21][C:22]2[CH:27]=[CH:26][CH:25]=[CH:24][CH:23]=2)=[O:19])[CH2:2]1. The yield is 0.830. (2) The reactants are [OH:1][CH2:2][C:3]1[CH:8]=[CH:7][C:6]([S:9][C:10]2[N:11]=[CH:12][CH:13]=[C:14]([CH:17]=2)[C:15]#[N:16])=[CH:5][CH:4]=1.[OH:18][C:19]1[C:24]([CH3:25])=[C:23](O)[CH:22]=[CH:21][C:20]=1[C:27](=[O:29])[CH3:28]. No catalyst specified. The product is [C:27]([C:20]1[CH:21]=[CH:22][C:23]([O:1][CH2:2][C:3]2[CH:4]=[CH:5][C:6]([S:9][C:10]3[N:11]=[CH:12][CH:13]=[C:14]([CH:17]=3)[C:15]#[N:16])=[CH:7][CH:8]=2)=[C:24]([CH3:25])[C:19]=1[OH:18])(=[O:29])[CH3:28]. The yield is 0.690. (3) The reactants are [Cl:1][C:2]1[C:7]([C:8]([O:10]CC)=[O:9])=[CH:6][CH:5]=[C:4]([C:13]#[C:14][CH:15]2[CH2:17][CH2:16]2)[N:3]=1.[OH-].[Li+]. The catalyst is CO.O. The product is [Cl:1][C:2]1[N:3]=[C:4]([C:13]#[C:14][CH:15]2[CH2:17][CH2:16]2)[CH:5]=[CH:6][C:7]=1[C:8]([OH:10])=[O:9]. The yield is 0.570.